This data is from Full USPTO retrosynthesis dataset with 1.9M reactions from patents (1976-2016). The task is: Predict the reactants needed to synthesize the given product. Given the product [CH3:25][O:24][C:19]1[CH:20]=[C:21]2[C:16](=[CH:17][CH:18]=1)[CH2:15][CH:14]([CH2:13][NH:12][C:1](=[O:3])[CH3:2])[CH2:23][CH2:22]2, predict the reactants needed to synthesize it. The reactants are: [C:1](Cl)(=[O:3])[CH3:2].N1C=CC=CC=1.Cl.[NH2:12][CH2:13][CH:14]1[CH2:23][CH2:22][C:21]2[C:16](=[CH:17][CH:18]=[C:19]([O:24][CH3:25])[CH:20]=2)[CH2:15]1.